Dataset: Full USPTO retrosynthesis dataset with 1.9M reactions from patents (1976-2016). Task: Predict the reactants needed to synthesize the given product. Given the product [O:28]=[C:18]1[C:19]2[C:24](=[CH:23][CH:22]=[CH:21][CH:20]=2)[C:25]([O:27][CH2:2][CH2:3][CH2:4][CH2:5][C:6]([O:8][CH2:9][C:10]2[CH:15]=[CH:14][CH:13]=[CH:12][CH:11]=2)=[O:7])=[CH:26][C:17]1=[O:16], predict the reactants needed to synthesize it. The reactants are: Br[CH2:2][CH2:3][CH2:4][CH2:5][C:6]([O:8][CH2:9][C:10]1[CH:15]=[CH:14][CH:13]=[CH:12][CH:11]=1)=[O:7].[OH:16][C:17]1[C:18](=[O:28])[C:19]2[C:24]([C:25](=[O:27])[CH:26]=1)=[CH:23][CH:22]=[CH:21][CH:20]=2.